From a dataset of NCI-60 drug combinations with 297,098 pairs across 59 cell lines. Regression. Given two drug SMILES strings and cell line genomic features, predict the synergy score measuring deviation from expected non-interaction effect. (1) Drug 1: C1CCN(CC1)CCOC2=CC=C(C=C2)C(=O)C3=C(SC4=C3C=CC(=C4)O)C5=CC=C(C=C5)O. Drug 2: COC1=NC(=NC2=C1N=CN2C3C(C(C(O3)CO)O)O)N. Cell line: HCT116. Synergy scores: CSS=-6.21, Synergy_ZIP=2.97, Synergy_Bliss=0.574, Synergy_Loewe=-4.63, Synergy_HSA=-5.40. (2) Drug 1: CC(C)CN1C=NC2=C1C3=CC=CC=C3N=C2N. Drug 2: CC1C(C(CC(O1)OC2CC(CC3=C2C(=C4C(=C3O)C(=O)C5=CC=CC=C5C4=O)O)(C(=O)C)O)N)O. Cell line: NCI/ADR-RES. Synergy scores: CSS=22.7, Synergy_ZIP=-2.90, Synergy_Bliss=2.72, Synergy_Loewe=-9.15, Synergy_HSA=3.11.